From a dataset of Catalyst prediction with 721,799 reactions and 888 catalyst types from USPTO. Predict which catalyst facilitates the given reaction. Reactant: [OH:1][C:2]([CH3:11])([CH3:10])[CH2:3][C@H:4]1[CH2:8][O:7]C(=O)[NH:5]1.[OH-].[Ba+2].[OH-].C(O)C.C(=O)=O. Product: [NH2:5][C@@H:4]([CH2:3][C:2]([CH3:11])([OH:1])[CH3:10])[CH2:8][OH:7]. The catalyst class is: 6.